From a dataset of Reaction yield outcomes from USPTO patents with 853,638 reactions. Predict the reaction yield, written as a fraction of the theoretical maximum amount of product (1.0 means a 100% yield; for example, 0.34 means a 34% yield). The reactants are [Cl:1][C:2]1[N:7]=[C:6]([C:8]([OH:10])=[O:9])[CH:5]=[CH:4][CH:3]=1.Cl.[CH3:12][CH2:13]O. No catalyst specified. The product is [Cl:1][C:2]1[N:7]=[C:6]([C:8]([O:10][CH2:12][CH3:13])=[O:9])[CH:5]=[CH:4][CH:3]=1. The yield is 0.850.